Dataset: Reaction yield outcomes from USPTO patents with 853,638 reactions. Task: Predict the reaction yield, written as a fraction of the theoretical maximum amount of product (1.0 means a 100% yield; for example, 0.34 means a 34% yield). The product is [CH3:18][C:5]1[CH:4]=[C:3]([CH:1]=[O:2])[CH:8]=[C:7]([CH3:9])[C:6]=1[C:24]1[CH:25]=[CH:26][C:21]([C:20]([F:31])([F:30])[F:19])=[CH:22][CH:23]=1. The catalyst is C1C=CC([P]([Pd]([P](C2C=CC=CC=2)(C2C=CC=CC=2)C2C=CC=CC=2)([P](C2C=CC=CC=2)(C2C=CC=CC=2)C2C=CC=CC=2)[P](C2C=CC=CC=2)(C2C=CC=CC=2)C2C=CC=CC=2)(C2C=CC=CC=2)C2C=CC=CC=2)=CC=1. The yield is 0.960. The reactants are [CH:1]([C:3]1[CH:8]=[C:7]([CH3:9])[C:6](OS(C(F)(F)F)(=O)=O)=[C:5]([CH3:18])[CH:4]=1)=[O:2].[F:19][C:20]([F:31])([F:30])[C:21]1[CH:26]=[CH:25][C:24](B(O)O)=[CH:23][CH:22]=1.[Li+].[Cl-].C([O-])([O-])=O.[K+].[K+].